Task: Predict the reaction yield, written as a fraction of the theoretical maximum amount of product (1.0 means a 100% yield; for example, 0.34 means a 34% yield).. Dataset: Reaction yield outcomes from USPTO patents with 853,638 reactions (1) The reactants are C(OC([N:8]1[CH2:13][CH2:12][N:11]([C:14](=[O:26])[NH:15][C:16]2[CH:21]=[CH:20][C:19]([O:22][CH:23]([CH3:25])[CH3:24])=[CH:18][CH:17]=2)[CH2:10][CH2:9]1)=O)(C)(C)C.C(O)(C(F)(F)F)=O.C(Cl)Cl. No catalyst specified. The product is [CH:23]([O:22][C:19]1[CH:20]=[CH:21][C:16]([NH:15][C:14]([N:11]2[CH2:10][CH2:9][NH:8][CH2:13][CH2:12]2)=[O:26])=[CH:17][CH:18]=1)([CH3:25])[CH3:24]. The yield is 0.970. (2) The reactants are [F:1][C:2]([F:36])([F:35])[C:3]1[CH:4]=[C:5]([C:13]([CH3:34])([CH3:33])[C:14]([N:16]([C:18]2[CH:19]=[N:20][C:21](Cl)=[CH:22][C:23]=2[C:24]2[CH:29]=[CH:28][C:27]([F:30])=[CH:26][C:25]=2[CH3:31])[CH3:17])=[O:15])[CH:6]=[C:7]([C:9]([F:12])([F:11])[F:10])[CH:8]=1.C([SiH2][O:42][C:43](C)(C)[C@@H:44]1[CH2:49][O:48][CH2:47][CH2:46][NH:45]1)(C)(C)C.[OH-].[Na+]. The catalyst is [Br-].C([N+](C)(C)C)CCCCCCCCCCCCCCC.CC(C)([P](C(C)(C)C)([Pd][P](C(C)(C)C)(C(C)(C)C)C(C)(C)C)C(C)(C)C)C.C1(C)C=CC=CC=1. The product is [F:1][C:2]([F:36])([F:35])[C:3]1[CH:4]=[C:5]([C:13]([CH3:34])([CH3:33])[C:14]([N:16]([C:18]2[CH:19]=[N:20][C:21]([N:45]3[CH2:46][CH2:47][O:48][CH2:49][C@H:44]3[CH2:43][OH:42])=[CH:22][C:23]=2[C:24]2[CH:29]=[CH:28][C:27]([F:30])=[CH:26][C:25]=2[CH3:31])[CH3:17])=[O:15])[CH:6]=[C:7]([C:9]([F:12])([F:11])[F:10])[CH:8]=1. The yield is 0.300. (3) The reactants are Br[C:2]1[N:3]=[C:4]2[CH:10]=[CH:9][N:8]([S:11]([C:14]3[CH:20]=[CH:19][C:17]([CH3:18])=[CH:16][CH:15]=3)(=[O:13])=[O:12])[C:5]2=[N:6][CH:7]=1.[CH:21](/B(O)O)=[CH:22]\[C:23]1[CH:28]=[CH:27][CH:26]=[CH:25][CH:24]=1.C([O-])([O-])=O.[Na+].[Na+]. The catalyst is C1COCC1.O.C(Cl)Cl.C1C=CC(P(C2C=CC=CC=2)[C-]2C=CC=C2)=CC=1.C1C=CC(P(C2C=CC=CC=2)[C-]2C=CC=C2)=CC=1.Cl[Pd]Cl.[Fe+2]. The product is [CH:21](/[C:2]1[N:3]=[C:4]2[CH:10]=[CH:9][N:8]([S:11]([C:14]3[CH:20]=[CH:19][C:17]([CH3:18])=[CH:16][CH:15]=3)(=[O:13])=[O:12])[C:5]2=[N:6][CH:7]=1)=[CH:22]\[C:23]1[CH:28]=[CH:27][CH:26]=[CH:25][CH:24]=1. The yield is 0.360. (4) The reactants are C([N-]C(C)C)(C)C.[Li+].[F:9][C:10]1[CH:15]=[CH:14][C:13]([CH2:16][C:17]([OH:19])=[O:18])=[CH:12][C:11]=1[C:20]([F:23])([F:22])[F:21].I[CH2:25][CH:26]1[CH2:30][CH2:29][CH2:28][CH2:27]1. The catalyst is O1CCCC1.CN1CCCN(C)C1=O.CN1CCCN(C)C1=O. The product is [CH:26]1([CH2:25][CH:16]([C:13]2[CH:14]=[CH:15][C:10]([F:9])=[C:11]([C:20]([F:21])([F:22])[F:23])[CH:12]=2)[C:17]([OH:19])=[O:18])[CH2:30][CH2:29][CH2:28][CH2:27]1. The yield is 0.843. (5) The reactants are C(#N)C.[CH2:4](Br)[C:5]1[CH:10]=[CH:9][CH:8]=[CH:7][CH:6]=1.[OH:12][C:13]1[CH:20]=[CH:19][C:16]([CH:17]=[O:18])=[CH:15][CH:14]=1.C(=O)([O-])[O-].[K+].[K+]. The catalyst is O.C(Cl)Cl. The product is [CH2:4]([O:12][C:13]1[CH:20]=[CH:19][C:16]([CH:17]=[O:18])=[CH:15][CH:14]=1)[C:5]1[CH:10]=[CH:9][CH:8]=[CH:7][CH:6]=1. The yield is 0.887.